This data is from Aqueous solubility values for 9,982 compounds from the AqSolDB database. The task is: Regression/Classification. Given a drug SMILES string, predict its absorption, distribution, metabolism, or excretion properties. Task type varies by dataset: regression for continuous measurements (e.g., permeability, clearance, half-life) or binary classification for categorical outcomes (e.g., BBB penetration, CYP inhibition). For this dataset (solubility_aqsoldb), we predict Y. (1) The compound is COc1ccc2c3c1OC1C(O)CCC4C(C2)N(C)CCC341. The Y is -1.00 log mol/L. (2) The molecule is Cc1cc(C2CC2)nc(Nc2ccccc2)n1. The Y is -4.05 log mol/L. (3) The Y is -1.83 log mol/L. The molecule is CCNC(=O)Nc1c(C)n(C)n(-c2ccccc2)c1=O. (4) The compound is CCCCCC(CO)CCC. The Y is -3.52 log mol/L. (5) The drug is CCOP(=O)(OCC)OP(=O)(OCC)OCC. The Y is 0.537 log mol/L.